Dataset: Reaction yield outcomes from USPTO patents with 853,638 reactions. Task: Predict the reaction yield, written as a fraction of the theoretical maximum amount of product (1.0 means a 100% yield; for example, 0.34 means a 34% yield). (1) The reactants are [Cl:1][C:2]1[CH:27]=[C:26]([Cl:28])[CH:25]=[CH:24][C:3]=1[C:4]([N:6]([CH:21]([CH3:23])[CH3:22])[C:7]1[CH:11]=[C:10]([C:12]#[C:13][C:14]([CH3:17])([CH3:16])[CH3:15])[S:9][C:8]=1[C:18]([OH:20])=[O:19])=[O:5].[OH-].[Na+:30]. The catalyst is O.CC#N. The product is [Cl:1][C:2]1[CH:27]=[C:26]([Cl:28])[CH:25]=[CH:24][C:3]=1[C:4]([N:6]([CH:21]([CH3:23])[CH3:22])[C:7]1[CH:11]=[C:10]([C:12]#[C:13][C:14]([CH3:16])([CH3:17])[CH3:15])[S:9][C:8]=1[C:18]([O-:20])=[O:19])=[O:5].[Na+:30]. The yield is 1.00. (2) The reactants are CS(O[CH2:6][CH2:7][NH:8][C:9]1[C:13]([C:14]2[N:18]([CH2:19][C:20]3[O:21][CH:22]=[C:23]([Br:25])[CH:24]=3)[C:17](=[O:26])[O:16][N:15]=2)=[N:12][O:11][N:10]=1)(=O)=O.[N-:27]=[N+:28]=[N-:29].[Na+].O. The catalyst is CN(C)C=O. The product is [N:27]([CH2:6][CH2:7][NH:8][C:9]1[C:13]([C:14]2[N:18]([CH2:19][C:20]3[O:21][CH:22]=[C:23]([Br:25])[CH:24]=3)[C:17](=[O:26])[O:16][N:15]=2)=[N:12][O:11][N:10]=1)=[N+:28]=[N-:29]. The yield is 0.960. (3) The catalyst is C(Cl)Cl.O1CCOCC1. The product is [ClH:33].[CH2:1]([S:3]([C:6]1[CH:31]=[CH:30][C:9]([O:10][CH:11]2[CH2:15][CH2:14][N:13]([CH:16]3[CH2:17][CH2:18][NH:19][CH2:20][CH2:21]3)[C:12]2=[O:29])=[C:8]([F:32])[CH:7]=1)(=[O:4])=[O:5])[CH3:2]. The yield is 0.980. The reactants are [CH2:1]([S:3]([C:6]1[CH:31]=[CH:30][C:9]([O:10][CH:11]2[CH2:15][CH2:14][N:13]([CH:16]3[CH2:21][CH2:20][N:19](C(OC(C)(C)C)=O)[CH2:18][CH2:17]3)[C:12]2=[O:29])=[C:8]([F:32])[CH:7]=1)(=[O:5])=[O:4])[CH3:2].[ClH:33].